This data is from NCI-60 drug combinations with 297,098 pairs across 59 cell lines. The task is: Regression. Given two drug SMILES strings and cell line genomic features, predict the synergy score measuring deviation from expected non-interaction effect. Drug 1: CC1=C(C=C(C=C1)NC2=NC=CC(=N2)N(C)C3=CC4=NN(C(=C4C=C3)C)C)S(=O)(=O)N.Cl. Drug 2: C1=CC=C(C=C1)NC(=O)CCCCCCC(=O)NO. Cell line: SN12C. Synergy scores: CSS=4.08, Synergy_ZIP=-1.03, Synergy_Bliss=1.13, Synergy_Loewe=1.91, Synergy_HSA=1.88.